Dataset: Full USPTO retrosynthesis dataset with 1.9M reactions from patents (1976-2016). Task: Predict the reactants needed to synthesize the given product. (1) Given the product [ClH:26].[ClH:26].[CH:17]([O:16][CH2:15][CH:2]([NH2:1])[CH2:3][NH2:4])([CH3:19])[CH3:18], predict the reactants needed to synthesize it. The reactants are: [NH2:1][CH:2]([CH2:15][O:16][CH:17]([CH3:19])[CH3:18])[CH2:3][NH:4]C(=O)OCC1C=CC=CC=1.C1CCCCC=1.[ClH:26]. (2) Given the product [CH:26]1([CH2:25][N:24]2[C:29](=[O:31])[C@H:19]([NH:18][C:16](=[O:17])[O:15][CH2:8][C:45]3[CH:50]=[CH:49][CH:48]=[CH:47][CH:46]=3)[CH2:20][O:21][C@@H:22]([C:36]3[CH:37]=[CH:38][CH:39]=[CH:40][CH:41]=3)[CH2:23]2)[CH2:28][CH2:27]1, predict the reactants needed to synthesize it. The reactants are: FC(F)(F)C(O)=O.[CH2:8]([O:15][C:16]([NH:18][C@@H:19](C(O)=O)[CH2:20][O:21][C@@H:22]([C:36]1[CH:41]=[CH:40][CH:39]=[CH:38][CH:37]=1)[CH2:23][N:24]([C:29]([O:31]C(C)(C)C)=O)[CH2:25][CH:26]1[CH2:28][CH2:27]1)=[O:17])C1C=CC=CC=1.[C:45]1(P(N=[N+]=[N-])([C:45]2[CH:50]=[CH:49][CH:48]=[CH:47][CH:46]=2)=O)[CH:50]=[CH:49][CH:48]=[CH:47][CH:46]=1.CN1CCOCC1. (3) Given the product [OH:22][C:21]1[CH2:20][CH:19]([CH3:23])[O:18][C:17](=[O:24])[C:16]=1[C:13](=[O:15])/[CH:14]=[CH:5]/[C:4]1[CH:7]=[CH:8][C:9]([O:11][CH3:12])=[C:10]([O:27][CH3:25])[C:3]=1[O:2][CH3:1], predict the reactants needed to synthesize it. The reactants are: [CH3:1][O:2][C:3]1[CH:10]=[C:9]([O:11][CH3:12])[CH:8]=[CH:7][C:4]=1[CH:5]=O.[C:13]([C:16]1[C:17](=[O:24])[O:18][CH:19]([CH3:23])[CH2:20][C:21]=1[OH:22])(=[O:15])[CH3:14].[C:25](C1C(=O)OC(C)=CC=1O)(=[O:27])C. (4) Given the product [C:16]([NH:15][C:13]1[N:14]=[C:9]2[CH:8]=[CH:7][C:6]([O:5][C:4]3[CH:19]=[CH:20][C:21]([CH3:22])=[C:2]([NH:1][C:29]([C:25]4[N:24]([CH3:23])[CH:28]=[CH:27][N:26]=4)=[O:30])[CH:3]=3)=[N:11][N:10]2[CH:12]=1)(=[O:18])[CH3:17], predict the reactants needed to synthesize it. The reactants are: [NH2:1][C:2]1[CH:3]=[C:4]([CH:19]=[CH:20][C:21]=1[CH3:22])[O:5][C:6]1[CH:7]=[CH:8][C:9]2[N:10]([CH:12]=[C:13]([NH:15][C:16](=[O:18])[CH3:17])[N:14]=2)[N:11]=1.[CH3:23][N:24]1[CH:28]=[CH:27][N:26]=[C:25]1[C:29](O)=[O:30].Cl.C(N=C=NCCCN(C)C)C.ON1C2C=CC=CC=2N=N1.C(=O)([O-])O.[Na+].